This data is from Full USPTO retrosynthesis dataset with 1.9M reactions from patents (1976-2016). The task is: Predict the reactants needed to synthesize the given product. (1) The reactants are: [Cl:1][C:2]1[N:7]([CH2:8][C:9]([OH:11])=O)[C:6](=[O:12])[C:5]([NH:13][CH2:14][C:15]([F:23])([F:22])[C:16]2[CH:21]=[CH:20][CH:19]=[CH:18][N:17]=2)=[N:4][CH:3]=1.C(O)(=O)C(O)=O.[C:30]([N:49]1[CH:53]=[C:52]([C:54]2[CH:61]=[CH:60][CH:59]=[CH:58][C:55]=2[CH2:56][NH2:57])[N:51]=[CH:50]1)([C:43]1[CH:48]=[CH:47][CH:46]=[CH:45][CH:44]=1)([C:37]1[CH:42]=[CH:41][CH:40]=[CH:39][CH:38]=1)[C:31]1[CH:36]=[CH:35][CH:34]=[CH:33][CH:32]=1.Cl.CN(C)CCCN=C=NCC.ON1C2N=CC=CC=2N=N1.C(N(C(C)C)CC)(C)C. Given the product [Cl:1][C:2]1[N:7]([CH2:8][C:9]([NH:57][CH2:56][C:55]2[CH:58]=[CH:59][CH:60]=[CH:61][C:54]=2[C:52]2[N:51]=[CH:50][N:49]([C:30]([C:43]3[CH:48]=[CH:47][CH:46]=[CH:45][CH:44]=3)([C:37]3[CH:38]=[CH:39][CH:40]=[CH:41][CH:42]=3)[C:31]3[CH:36]=[CH:35][CH:34]=[CH:33][CH:32]=3)[CH:53]=2)=[O:11])[C:6](=[O:12])[C:5]([NH:13][CH2:14][C:15]([F:23])([F:22])[C:16]2[CH:21]=[CH:20][CH:19]=[CH:18][N:17]=2)=[N:4][CH:3]=1, predict the reactants needed to synthesize it. (2) Given the product [Cl:17][C:11]1[CH:10]=[C:9]([C:6]2[CH:7]=[CH:8][N:4]([CH2:3][C@@H:2]([NH:1][C:28]([C:24]3[N:23]=[C:22]4[NH:21][CH:20]=[N:19][C:27]4=[CH:26][CH:25]=3)=[O:29])[CH3:18])[N:5]=2)[CH:16]=[CH:15][C:12]=1[C:13]#[N:14], predict the reactants needed to synthesize it. The reactants are: [NH2:1][C@@H:2]([CH3:18])[CH2:3][N:4]1[CH:8]=[CH:7][C:6]([C:9]2[CH:16]=[CH:15][C:12]([C:13]#[N:14])=[C:11]([Cl:17])[CH:10]=2)=[N:5]1.[N:19]1[C:27]2[C:22](=[N:23][C:24]([C:28](O)=[O:29])=[CH:25][CH:26]=2)[NH:21][CH:20]=1.CCN(C(C)C)C(C)C.C1C=C2N=NN(O)C2=CC=1.O.CCN=C=NCCCN(C)C.